From a dataset of Full USPTO retrosynthesis dataset with 1.9M reactions from patents (1976-2016). Predict the reactants needed to synthesize the given product. (1) Given the product [C:35]([O:39][C:40]([N:42]1[CH2:47][CH2:46][C:45](=[CH:2][O:3][CH3:4])[CH2:44][CH2:43]1)=[O:41])([CH3:38])([CH3:37])[CH3:36], predict the reactants needed to synthesize it. The reactants are: [Cl-].[CH3:2][O:3][CH2:4][P+](C1C=CC=CC=1)(C1C=CC=CC=1)C1C=CC=CC=1.C([Li])CCC.CCCCCC.[C:35]([O:39][C:40]([N:42]1[CH2:47][CH2:46][C:45](=O)[CH2:44][CH2:43]1)=[O:41])([CH3:38])([CH3:37])[CH3:36]. (2) Given the product [CH3:27][CH:26]1[C:21]([C:18]2[CH:17]=[CH:16][C:15]([O:14][CH:11]3[CH2:12][CH2:13][NH:8][CH2:9][CH2:10]3)=[CH:20][CH:19]=2)=[N:22][NH:23][C:24](=[O:28])[CH2:25]1, predict the reactants needed to synthesize it. The reactants are: C(OC([N:8]1[CH2:13][CH2:12][CH:11]([O:14][C:15]2[CH:20]=[CH:19][C:18]([C:21]3[CH:26]([CH3:27])[CH2:25][C:24](=[O:28])[NH:23][N:22]=3)=[CH:17][CH:16]=2)[CH2:10][CH2:9]1)=O)(C)(C)C.FC(F)(F)C(O)=O.